This data is from Full USPTO retrosynthesis dataset with 1.9M reactions from patents (1976-2016). The task is: Predict the reactants needed to synthesize the given product. (1) Given the product [CH3:25][O:26][C:27]1[CH:28]=[C:29]([S:35]([NH:1][C:2]2[CH:3]=[CH:4][C:5]([O:6][CH2:7][CH2:8][CH2:9][NH:10][C:11](=[O:22])[CH2:12][O:13][CH2:14][C:15]3[CH:20]=[CH:19][C:18]([F:21])=[CH:17][CH:16]=3)=[CH:23][CH:24]=2)(=[O:36])=[O:37])[CH:30]=[CH:31][C:32]=1[O:33][CH3:34], predict the reactants needed to synthesize it. The reactants are: [NH2:1][C:2]1[CH:24]=[CH:23][C:5]([O:6][CH2:7][CH2:8][CH2:9][NH:10][C:11](=[O:22])[CH2:12][O:13][CH2:14][C:15]2[CH:20]=[CH:19][C:18]([F:21])=[CH:17][CH:16]=2)=[CH:4][CH:3]=1.[CH3:25][O:26][C:27]1[CH:28]=[C:29]([S:35](Cl)(=[O:37])=[O:36])[CH:30]=[CH:31][C:32]=1[O:33][CH3:34]. (2) Given the product [Cl:24][C:25]1[CH:26]=[CH:27][C:28]([N+:34]([O-:36])=[O:35])=[C:29]([CH:33]=1)[C:30]([NH:15][C:12]1[CH:11]=[N:10][C:9]([C:5]2[CH:6]=[CH:7][CH:8]=[C:3]([C:2]([F:1])([F:16])[F:17])[CH:4]=2)=[CH:14][N:13]=1)=[O:31], predict the reactants needed to synthesize it. The reactants are: [F:1][C:2]([F:17])([F:16])[C:3]1[CH:4]=[C:5]([C:9]2[N:10]=[CH:11][C:12]([NH2:15])=[N:13][CH:14]=2)[CH:6]=[CH:7][CH:8]=1.N1C=CC=CC=1.[Cl:24][C:25]1[CH:26]=[CH:27][C:28]([N+:34]([O-:36])=[O:35])=[C:29]([CH:33]=1)[C:30](Cl)=[O:31]. (3) Given the product [CH:1]1([C:4]2[CH:5]=[CH:6][C:7]([C:18]([NH:20][C:21]([CH2:29][CH3:30])([CH2:27][CH3:28])[C:22]([OH:24])=[O:23])=[O:19])=[N:8][C:9]=2[CH2:10][C:11]2[CH:16]=[CH:15][C:14]([F:17])=[CH:13][CH:12]=2)[CH2:3][CH2:2]1, predict the reactants needed to synthesize it. The reactants are: [CH:1]1([C:4]2[CH:5]=[CH:6][C:7]([C:18]([NH:20][C:21]([CH2:29][CH3:30])([CH2:27][CH3:28])[C:22]([O:24]CC)=[O:23])=[O:19])=[N:8][C:9]=2[CH2:10][C:11]2[CH:16]=[CH:15][C:14]([F:17])=[CH:13][CH:12]=2)[CH2:3][CH2:2]1.[OH-].[Na+]. (4) Given the product [CH:1]([C:4]1[CH:5]=[CH:6][C:7]([CH2:8][C:9]2[C:22]([CH3:23])=[CH:21][C:20]([CH3:24])=[CH:19][C:10]=2[O:11][CH2:12][C:13](=[O:14])[CH2:27][CH2:28][CH3:29])=[CH:25][CH:26]=1)([CH3:2])[CH3:3], predict the reactants needed to synthesize it. The reactants are: [CH:1]([C:4]1[CH:26]=[CH:25][C:7]([CH2:8][C:9]2[C:22]([CH3:23])=[CH:21][C:20]([CH3:24])=[CH:19][C:10]=2[O:11][CH2:12][C:13](N2CC2C)=[O:14])=[CH:6][CH:5]=1)([CH3:3])[CH3:2].[CH2:27]([Mg]Br)[CH2:28][CH3:29].O. (5) Given the product [F:13][C:14]([F:25])([F:24])[C:15]([OH:17])=[O:16].[F:1][C:2]1[C:7]([OH:8])=[C:6]([F:9])[C:5]([F:10])=[C:4]([F:11])[C:3]=1[F:12], predict the reactants needed to synthesize it. The reactants are: [F:1][C:2]1[C:7]([OH:8])=[C:6]([F:9])[C:5]([F:10])=[C:4]([F:11])[C:3]=1[F:12].[F:13][C:14]([F:25])([F:24])[C:15]([O:17]C(=O)C(F)(F)F)=[O:16]. (6) Given the product [F:22][C:23]([F:36])([F:35])[S:24]([OH:27])(=[O:26])=[O:25].[Cl:1][C:2]1[CH:7]=[CH:6][CH:5]=[C:4]([CH:9]2[CH2:14][CH2:13][CH2:12][CH2:11][CH2:10]2)[CH:3]=1, predict the reactants needed to synthesize it. The reactants are: [Cl:1][C:2]1[CH:7]=[CH:6][C:5](O)=[C:4]([CH:9]2[CH2:14][CH2:13][CH2:12][CH2:11][CH2:10]2)[CH:3]=1.C(N(CC)CC)C.[F:22][C:23]([F:36])([F:35])[S:24]([O:27]S(C(F)(F)F)(=O)=O)(=[O:26])=[O:25].